This data is from Reaction yield outcomes from USPTO patents with 853,638 reactions. The task is: Predict the reaction yield, written as a fraction of the theoretical maximum amount of product (1.0 means a 100% yield; for example, 0.34 means a 34% yield). (1) The reactants are [CH3:1][N:2]1[CH2:7][CH2:6][N:5]([C:8]([O:10][C@@H:11]2[N:20]([C:21]3[CH:22]=[CH:23][C:24]([Cl:27])=[CH:25][N:26]=3)[C:18](=[O:19])[C:13]3[N:14]=[CH:15][CH:16]=[N:17][C:12]2=3)=[O:9])[CH2:4][CH2:3]1.[C:28]([OH:36])(=[O:35])[C@H:29]([CH2:31][C:32]([OH:34])=[O:33])[OH:30]. The catalyst is C(O)C. The product is [CH3:1][N:2]1[CH2:7][CH2:6][N:5]([C:8]([O:10][C@@H:11]2[N:20]([C:21]3[CH:22]=[CH:23][C:24]([Cl:27])=[CH:25][N:26]=3)[C:18](=[O:19])[C:13]3[N:14]=[CH:15][CH:16]=[N:17][C:12]2=3)=[O:9])[CH2:4][CH2:3]1.[C:28]([O-:36])(=[O:35])[C@H:29]([CH2:31][C:32]([O-:34])=[O:33])[OH:30]. The yield is 0.860. (2) The reactants are [CH3:1][S:2]([C:5]1[CH:6]=[CH:7][C:8]([N:14]2[CH2:18][CH2:17][CH2:16][CH2:15]2)=[C:9]([CH:13]=1)[C:10]([OH:12])=[O:11])(=[O:4])=[O:3].Cl[C:20]1C=CC(S(C(C)C)(=O)=O)=C[C:21]=1C(O)=O.N1CCCC1. No catalyst specified. The product is [CH2:1]([S:2]([C:5]1[CH:6]=[CH:7][C:8]([N:14]2[CH2:18][CH2:17][CH2:16][CH2:15]2)=[C:9]([CH:13]=1)[C:10]([OH:12])=[O:11])(=[O:4])=[O:3])[CH2:20][CH3:21]. The yield is 0.630. (3) The reactants are [C:1]1([C:7]2[CH:12]=[C:11]([C:13]3[CH:18]=[CH:17][CH:16]=[CH:15][CH:14]=3)[NH:10][C:9](=[O:19])[CH:8]=2)[CH:6]=[CH:5][CH:4]=[CH:3][CH:2]=1.Br[CH2:21][CH2:22][CH2:23][C:24]#[N:25]. The catalyst is CN(C)C=O.C(=O)([O-])[O-].[Ag+2]. The product is [C:1]1([C:7]2[CH:12]=[C:11]([C:13]3[CH:14]=[CH:15][CH:16]=[CH:17][CH:18]=3)[N:10]=[C:9]([O:19][CH2:21][CH2:22][CH2:23][C:24]#[N:25])[CH:8]=2)[CH:2]=[CH:3][CH:4]=[CH:5][CH:6]=1. The yield is 0.930. (4) The reactants are Cl[C:2]1[N:7]=[C:6]([C:8]([O:10][CH2:11][CH3:12])=[O:9])[CH:5]=[CH:4][CH:3]=1.[B-](F)(F)(F)[C:14]([CH3:16])=[CH2:15].[K+].C(=O)([O-])[O-].[K+].[K+].C1(P(C2CCCCC2)C2C=CC=CC=2C2C(OC)=CC=C(S([O-])(=O)=O)C=2OC)CCCCC1.[Na+]. The catalyst is C(O[Pd]OC(=O)C)(=O)C.O1CCOCC1.O. The product is [CH2:15]=[C:14]([C:2]1[N:7]=[C:6]([C:8]([O:10][CH2:11][CH3:12])=[O:9])[CH:5]=[CH:4][CH:3]=1)[CH3:16]. The yield is 1.00. (5) The reactants are [O:1]1[C:5]2[CH:6]=[CH:7][C:8]([CH2:10][C:11]#N)=[CH:9][C:4]=2[O:3][CH2:2]1.Br[CH2:14][CH2:15]Cl.[OH-:17].[Na+].[OH2:19]. The catalyst is [Cl-].C([N+](CC)(CC)CC)C1C=CC=CC=1. The product is [O:1]1[C:5]2[CH:6]=[CH:7][C:8]([C:10]3([C:11]([OH:19])=[O:17])[CH2:15][CH2:14]3)=[CH:9][C:4]=2[O:3][CH2:2]1. The yield is 0.800. (6) The reactants are [Br:1][C:2]1[CH:3]=[C:4]([CH3:21])[CH:5]=[C:6]2[C:11]=1[NH:10][CH:9]([C:12]([F:15])([F:14])[F:13])[C:8]([C:16]([O:18]CC)=[O:17])=[CH:7]2.[OH-].[Li+].Cl.C(OCC)C. The catalyst is CO.O1CCCC1.O. The product is [Br:1][C:2]1[CH:3]=[C:4]([CH3:21])[CH:5]=[C:6]2[C:11]=1[NH:10][CH:9]([C:12]([F:14])([F:15])[F:13])[C:8]([C:16]([OH:18])=[O:17])=[CH:7]2. The yield is 0.820. (7) The reactants are [F-].C([N+](CCCC)(CCCC)CCCC)CCC.[F:19][C:20]1[CH:21]=[C:22]([CH:25]=[CH:26][C:27]=1[F:28])[CH:23]=[O:24].[F:29][C:30]([Si](C)(C)C)([F:32])[F:31].Cl. The catalyst is C1COCC1. The product is [F:19][C:20]1[CH:21]=[C:22]([CH:23]([OH:24])[C:30]([F:32])([F:31])[F:29])[CH:25]=[CH:26][C:27]=1[F:28]. The yield is 0.900. (8) The catalyst is ClCCl.C(#N)C.C(OCC)(=O)C. The reactants are [Cl:1][C:2]([Cl:28])([Cl:27])[CH2:3][O:4][C:5]([C@@H:7]1[CH2:12][CH2:11][CH2:10][N:9]([C:13]([O:15]C(C)(C)C)=O)[N:8]1C(OC(C)(C)C)=O)=[O:6].FC(F)(F)C(O)=O.[CH3:36][C:37]([O:40][C:41]([NH:43][C@H:44](C(O)=O)[CH2:45][N:46]1[N:50]=[CH:49][CH:48]=[CH:47]1)=[O:42])([CH3:39])[CH3:38].C(N(CC)C(C)C)(C)C.C[NH3+].F[P-](F)(F)(F)(F)F.N1(OC(N(C)C)=[N+](C)C)C2N=CC=CC=2N=N1.F[P-](F)(F)(F)(F)F. The product is [Cl:28][C:2]([Cl:1])([Cl:27])[CH2:3][O:4][C:5]([C@@H:7]1[CH2:12][CH2:11][CH2:10][N:9]([C:13](=[O:15])[C@@H:44]([NH:43][C:41]([O:40][C:37]([CH3:39])([CH3:38])[CH3:36])=[O:42])[CH2:45][N:46]2[CH:47]=[CH:48][CH:49]=[N:50]2)[NH:8]1)=[O:6]. The yield is 0.950. (9) The reactants are [Br:1][C:2]1[CH:3]=[C:4]([CH2:8][C:9]([OH:11])=O)[CH:5]=[N:6][CH:7]=1.[NH:12]1[CH2:17][CH2:16][O:15][CH2:14][CH2:13]1.C(Cl)CCl.ON1C2C=CC=CC=2N=N1. The catalyst is C(Cl)Cl. The product is [Br:1][C:2]1[CH:3]=[C:4]([CH2:8][C:9]([N:12]2[CH2:17][CH2:16][O:15][CH2:14][CH2:13]2)=[O:11])[CH:5]=[N:6][CH:7]=1. The yield is 0.950. (10) The reactants are ClC1C=C(C2[O:12]N=C(C(=O)C)C=2)C=CC=1.C[Mg]I.O1CCCC1.C(N(CC)CC)C.[CH2:31]([O:33][C:34]([C:36]1[CH:40]=[C:39]([C:41]2[CH:46]=[CH:45][CH:44]=[C:43]([Cl:47])[CH:42]=2)[O:38]N=1)=[O:35])[CH3:32].Cl. The catalyst is C1(C)C=CC=CC=1. The product is [CH2:31]([O:33][C:34](=[O:35])[C:36](=[O:12])[CH2:40][C:39]([C:41]1[CH:46]=[CH:45][CH:44]=[C:43]([Cl:47])[CH:42]=1)=[O:38])[CH3:32]. The yield is 0.600.